This data is from Reaction yield outcomes from USPTO patents with 853,638 reactions. The task is: Predict the reaction yield, written as a fraction of the theoretical maximum amount of product (1.0 means a 100% yield; for example, 0.34 means a 34% yield). (1) The reactants are [CH3:1][O:2][C:3]1[CH:8]=[CH:7][C:6]([C:9](=O)[CH2:10]C)=[CH:5][CH:4]=1.C([O:15][CH:16](OCC)[O:17]CC)C.Cl(O)(=O)(=O)=O.CO. The catalyst is [OH-].[K+].O. The product is [CH3:1][O:2][C:3]1[CH:4]=[CH:5][C:6]([CH:9]([CH3:10])[C:16]([OH:17])=[O:15])=[CH:7][CH:8]=1. The yield is 0.630. (2) The reactants are [N+:1]([C:4]1[CH:5]=[CH:6][C:7](Cl)=[N:8][CH:9]=1)([O-:3])=[O:2].[NH:11]1[CH2:16][CH2:15][CH:14]([C:17]([NH2:19])=[O:18])[CH2:13][CH2:12]1.C(=O)([O-])[O-].[K+].[K+]. The catalyst is O1CCOCC1.O. The product is [N+:1]([C:4]1[CH:5]=[CH:6][C:7]([N:11]2[CH2:16][CH2:15][CH:14]([C:17]([NH2:19])=[O:18])[CH2:13][CH2:12]2)=[N:8][CH:9]=1)([O-:3])=[O:2]. The yield is 1.12. (3) The reactants are [NH2:1][C:2]1[CH:7]=[C:6]([Cl:8])[C:5]([C:9]2[CH:14]=[CH:13][C:12]([C:15]3[CH:20]=[CH:19][C:18]([O:21][CH3:22])=[CH:17][CH:16]=3)=[CH:11][CH:10]=2)=[CH:4][C:3]=1[C:23]([O:25][CH3:26])=[O:24].[CH3:27][C:28]1[CH:32]=[C:31]([CH2:33][C:34](O)=[O:35])[O:30][N:29]=1. The catalyst is O=P(Cl)(Cl)Cl. The product is [Cl:8][C:6]1[C:5]([C:9]2[CH:14]=[CH:13][C:12]([C:15]3[CH:20]=[CH:19][C:18]([O:21][CH3:22])=[CH:17][CH:16]=3)=[CH:11][CH:10]=2)=[CH:4][C:3]([C:23]([O:25][CH3:26])=[O:24])=[C:2]([NH:1][C:34](=[O:35])[CH2:33][C:31]2[O:30][N:29]=[C:28]([CH3:27])[CH:32]=2)[CH:7]=1. The yield is 0.304. (4) The reactants are Br[NH-].Br[CH2:4][C@@:5]([OH:22])([CH3:21])[C:6]([NH:8][C:9]1[CH:14]=[CH:13][C:12]([C:15]#[N:16])=[C:11]([C:17]([F:20])([F:19])[F:18])[CH:10]=1)=[O:7].C([O-])([O-])=O.[K+].[K+].[F:29][C:30]1[CH:37]=[C:36]([OH:38])[CH:35]=[CH:34][C:31]=1[C:32]#[N:33]. The catalyst is CC(C)=O.CC(O)C.O. The product is [C:15]([C:12]1[CH:13]=[CH:14][C:9]([NH:8][C:6](=[O:7])[C@:5]([OH:22])([CH3:21])[CH2:4][O:38][C:36]2[CH:35]=[CH:34][C:31]([C:32]#[N:33])=[C:30]([F:29])[CH:37]=2)=[CH:10][C:11]=1[C:17]([F:20])([F:19])[F:18])#[N:16]. The yield is 0.230. (5) The reactants are Cl[C:2]1[N:7]=[C:6]([C:8]2[S:12][C:11]([CH:13]([CH3:15])[CH3:14])=[N:10][C:9]=2[C:16]2[CH:17]=[CH:18][C:19]([F:34])=[C:20]([NH:22][S:23]([C:26]3[CH:31]=[C:30]([F:32])[CH:29]=[CH:28][C:27]=3[F:33])(=[O:25])=[O:24])[CH:21]=2)[CH:5]=[CH:4][N:3]=1.[CH3:35][S:36]([N:39]1[CH2:44][CH2:43][CH:42]([NH2:45])[CH2:41][CH2:40]1)(=[O:38])=[O:37]. The catalyst is C1COCC1. The product is [F:33][C:27]1[CH:28]=[CH:29][C:30]([F:32])=[CH:31][C:26]=1[S:23]([NH:22][C:20]1[CH:21]=[C:16]([C:9]2[N:10]=[C:11]([CH:13]([CH3:15])[CH3:14])[S:12][C:8]=2[C:6]2[CH:5]=[CH:4][N:3]=[C:2]([NH:45][CH:42]3[CH2:43][CH2:44][N:39]([S:36]([CH3:35])(=[O:38])=[O:37])[CH2:40][CH2:41]3)[N:7]=2)[CH:17]=[CH:18][C:19]=1[F:34])(=[O:25])=[O:24]. The yield is 0.840. (6) The reactants are [F:1][C:2]1[CH:6]=[N:5][N:4]([CH3:7])[C:3]=1[C:8]1[CH:9]=[C:10]([NH2:16])[CH:11]=[CH:12][C:13]=1[O:14][CH3:15].[F:17][C:18]1[CH:19]=[C:20]([N:25]=[C:26]=[O:27])[CH:21]=[CH:22][C:23]=1[F:24]. No catalyst specified. The product is [F:17][C:18]1[CH:19]=[C:20]([NH:25][C:26]([NH:16][C:10]2[CH:11]=[CH:12][C:13]([O:14][CH3:15])=[C:8]([C:3]3[N:4]([CH3:7])[N:5]=[CH:6][C:2]=3[F:1])[CH:9]=2)=[O:27])[CH:21]=[CH:22][C:23]=1[F:24]. The yield is 0.630. (7) The reactants are [Cl:1][C:2]1[C:7]([Cl:8])=[CH:6][N:5]=[C:4]([NH2:9])[CH:3]=1.[C:10](N1C=CC=CC1=O)(N1C=CC=CC1=O)=[S:11]. The catalyst is ClCCl. The product is [Cl:1][C:2]1[C:7]([Cl:8])=[CH:6][N:5]=[C:4]([N:9]=[C:10]=[S:11])[CH:3]=1. The yield is 0.830. (8) The reactants are Br[C:2]1[S:6][N:5]=[C:4]([CH3:7])[CH:3]=1.C([Mg]Cl)(C)C.I[C:14]1[CH:15]=[CH:16][C:17]2[N:18]([C:20]([CH2:23][C:24]3[CH:25]=[C:26]4[C:31](=[CH:32][CH:33]=3)[N:30]=[CH:29][C:28]([O:34][CH3:35])=[CH:27]4)=[N:21][N:22]=2)[N:19]=1.C1(P(C2C=CC=CC=2)C2C3OC4C(=CC=CC=4P(C4C=CC=CC=4)C4C=CC=CC=4)C(C)(C)C=3C=CC=2)C=CC=CC=1. The catalyst is C1COCC1.[Cl-].[Zn+2].[Cl-].[O-]S([O-])(=O)=O.[Zn+2].CC([O-])=O.CC([O-])=O.[Pd+2]. The product is [CH3:35][O:34][C:28]1[CH:29]=[N:30][C:31]2[C:26]([CH:27]=1)=[CH:25][C:24]([CH2:23][C:20]1[N:18]3[N:19]=[C:14]([C:2]4[S:6][N:5]=[C:4]([CH3:7])[CH:3]=4)[CH:15]=[CH:16][C:17]3=[N:22][N:21]=1)=[CH:33][CH:32]=2. The yield is 0.0160. (9) The reactants are C[O:2][C:3]1[N:8]=[C:7]([O:9]C)[C:6]([C:11]2[CH:16]=[CH:15][CH:14]=[CH:13][CH:12]=2)=[CH:5][N:4]=1. The catalyst is Cl. The product is [C:11]1([C:6]2[C:7](=[O:9])[NH:8][C:3](=[O:2])[NH:4][CH:5]=2)[CH:12]=[CH:13][CH:14]=[CH:15][CH:16]=1. The yield is 0.800. (10) The reactants are [H-].[Al+3].[Li+].[H-].[H-].[H-].[S:7]1[CH:11]=[CH:10][C:9]2[C:12]([C:16]#[N:17])=[CH:13][CH:14]=[CH:15][C:8]1=2.O.[OH-].[Na+]. The catalyst is C1COCC1. The product is [NH2:17][CH2:16][C:12]1[C:9]2[CH:10]=[CH:11][S:7][C:8]=2[CH:15]=[CH:14][CH:13]=1. The yield is 0.930.